This data is from Peptide-MHC class I binding affinity with 185,985 pairs from IEDB/IMGT. The task is: Regression. Given a peptide amino acid sequence and an MHC pseudo amino acid sequence, predict their binding affinity value. This is MHC class I binding data. (1) The binding affinity (normalized) is 0.0847. The peptide sequence is HTVGLGQGY. The MHC is HLA-B51:01 with pseudo-sequence HLA-B51:01. (2) The binding affinity (normalized) is 0.0847. The MHC is HLA-B15:17 with pseudo-sequence HLA-B15:17. The peptide sequence is DEISLLLAS. (3) The peptide sequence is SFWFFHPPY. The MHC is HLA-A69:01 with pseudo-sequence HLA-A69:01. The binding affinity (normalized) is 0.0847.